This data is from Full USPTO retrosynthesis dataset with 1.9M reactions from patents (1976-2016). The task is: Predict the reactants needed to synthesize the given product. (1) Given the product [ClH:34].[CH3:33][N:2]([CH3:1])[CH2:3][CH2:4][NH:5][S:6]([C:9]1[CH:14]=[CH:13][CH:12]=[C:11]([C:15]#[C:16][C:17]2[CH:18]=[N:19][N:20]([CH3:32])[C:21]=2[C:22]2[CH:23]=[CH:24][C:25]([C:28]([F:29])([F:30])[F:31])=[CH:26][CH:27]=2)[CH:10]=1)(=[O:7])=[O:8], predict the reactants needed to synthesize it. The reactants are: [CH3:1][N:2]([CH3:33])[CH2:3][CH2:4][NH:5][S:6]([C:9]1[CH:14]=[CH:13][CH:12]=[C:11]([C:15]#[C:16][C:17]2[CH:18]=[N:19][N:20]([CH3:32])[C:21]=2[C:22]2[CH:27]=[CH:26][C:25]([C:28]([F:31])([F:30])[F:29])=[CH:24][CH:23]=2)[CH:10]=1)(=[O:8])=[O:7].[ClH:34].C(OCC)(=O)C. (2) Given the product [C:29]([C:13]1[CH:14]=[C:15]([C:18]2[N:28]=[CH:27][CH:26]=[CH:25][C:19]=2[C:20]([O:22][CH2:23][CH3:24])=[O:21])[CH:16]=[CH:17][C:12]=1[O:11][CH2:10][CH2:9][CH2:8][O:37][C:31]1[CH:36]=[CH:35][CH:34]=[CH:33][CH:32]=1)#[N:30], predict the reactants needed to synthesize it. The reactants are: C(=O)([O-])[O-].[K+].[K+].Cl[CH2:8][CH2:9][CH2:10][O:11][C:12]1[CH:17]=[CH:16][C:15]([C:18]2[N:28]=[CH:27][CH:26]=[CH:25][C:19]=2[C:20]([O:22][CH2:23][CH3:24])=[O:21])=[CH:14][C:13]=1[C:29]#[N:30].[C:31]1([OH:37])[CH:36]=[CH:35][CH:34]=[CH:33][CH:32]=1. (3) Given the product [O:1]1[C:6]2[CH:7]=[CH:8][CH:9]=[CH:10][C:5]=2[O:4][CH2:3][CH:2]1[CH2:11][N:12]1[CH2:16][CH2:15][C:14]([CH2:18][O:19][CH3:23])([CH3:17])[CH2:13]1, predict the reactants needed to synthesize it. The reactants are: [O:1]1[C:6]2[CH:7]=[CH:8][CH:9]=[CH:10][C:5]=2[O:4][CH2:3][CH:2]1[CH2:11][N:12]1[CH2:16][CH2:15][C:14]([CH2:18][OH:19])([CH3:17])[CH2:13]1.[H-].[Na+].I[CH3:23].O. (4) Given the product [CH3:33][C:18]1[C:17]([CH2:16][O:15][C:12]2[CH:13]=[C:14]3[C:9]([CH:8]=[CH:7][N:6]3[CH2:5][C:4]([OH:34])=[O:3])=[CH:10][CH:11]=2)=[CH:22][CH:21]=[C:20]([C:23]2[CH:28]=[CH:27][CH:26]=[C:25]([C:29]([F:31])([F:30])[F:32])[CH:24]=2)[N:19]=1, predict the reactants needed to synthesize it. The reactants are: C([O:3][C:4](=[O:34])[CH2:5][N:6]1[C:14]2[C:9](=[CH:10][CH:11]=[C:12]([O:15][CH2:16][C:17]3[C:18]([CH3:33])=[N:19][C:20]([C:23]4[CH:28]=[CH:27][CH:26]=[C:25]([C:29]([F:32])([F:31])[F:30])[CH:24]=4)=[CH:21][CH:22]=3)[CH:13]=2)[CH:8]=[CH:7]1)C.[Li+].[OH-]. (5) The reactants are: C(O[C:6]([NH:8][C@H:9]([C:14]([OH:16])=O)[CH2:10][CH:11]([CH3:13])[CH3:12])=O)(C)(C)C.[F:17][C:18]([F:38])([F:37])[C:19]1[CH:20]=[C:21]([S:25]([N:28]2[CH2:32][C@@H:31]3[C@@H:33]([NH2:36])[CH2:34][CH2:35][C@@H:30]3[CH2:29]2)(=[O:27])=[O:26])[CH:22]=[CH:23][CH:24]=1.[CH2:39](N1C[C@@H]2[C@@H](N)CC[C@@H]2C1)[C:40]1[CH:45]=CC=C[CH:41]=1. Given the product [CH2:6]([NH:8][C@H:9]([C:14]([NH:36][C@@H:33]1[C@@H:31]2[C@@H:30]([CH2:29][N:28]([S:25]([C:21]3[CH:22]=[CH:23][CH:24]=[C:19]([C:18]([F:17])([F:37])[F:38])[CH:20]=3)(=[O:26])=[O:27])[CH2:32]2)[CH2:35][CH2:34]1)=[O:16])[CH2:10][CH:11]([CH3:12])[CH3:13])[C:40]([CH3:45])([CH3:41])[CH3:39], predict the reactants needed to synthesize it. (6) Given the product [C:15]([O:14][C:12]([N:6]1[CH2:7][CH2:8][C@H:9]([O:10][CH3:11])[C@H:5]1[C:3](=[O:2])[NH2:19])=[O:13])([CH3:18])([CH3:17])[CH3:16], predict the reactants needed to synthesize it. The reactants are: C[O:2][C:3]([C@@H:5]1[C@@H:9]([O:10][CH3:11])[CH2:8][CH2:7][N:6]1[C:12]([O:14][C:15]([CH3:18])([CH3:17])[CH3:16])=[O:13])=O.[NH3:19]. (7) Given the product [Br:13][C:14]1[CH:19]=[CH:18][C:17]([S:20]([NH:5][C:1]([CH3:4])([CH3:3])[CH3:2])(=[O:22])=[O:21])=[CH:16][CH:15]=1, predict the reactants needed to synthesize it. The reactants are: [C:1]([NH2:5])([CH3:4])([CH3:3])[CH3:2].C(N(CC)CC)C.[Br:13][C:14]1[CH:19]=[CH:18][C:17]([S:20](Cl)(=[O:22])=[O:21])=[CH:16][CH:15]=1. (8) Given the product [C:43]([NH:2][C:1]([C:3]1[CH:8]=[C:7]([CH2:9][NH:10][C:11]2[CH:30]=[CH:29][CH:28]=[CH:27][C:12]=2[C:13]([NH:15][C:16]2[CH:26]=[CH:25][C:19]3[O:20][C:21]([F:23])([F:24])[O:22][C:18]=3[CH:17]=2)=[O:14])[CH:6]=[CH:5][N:4]=1)=[O:37])([CH3:45])([CH3:44])[CH3:42], predict the reactants needed to synthesize it. The reactants are: [C:1]([C:3]1[CH:8]=[C:7]([CH2:9][NH:10][C:11]2[CH:30]=[CH:29][CH:28]=[CH:27][C:12]=2[C:13]([NH:15][C:16]2[CH:26]=[CH:25][C:19]3[O:20][C:21]([F:24])([F:23])[O:22][C:18]=3[CH:17]=2)=[O:14])[CH:6]=[CH:5][N:4]=1)#[N:2].S(=O)(=O)(O)O.C(=O)([O-])[O-:37].[K+].[K+].[CH3:42][C:43](O)([CH3:45])[CH3:44]. (9) Given the product [CH:1]1[C:6]2[CH2:7][CH2:8][CH2:9][CH2:10][CH:11]([CH2:12][CH2:13][CH2:14][C:15]([OH:17])=[O:16])[C:5]=2[CH:4]=[CH:3][CH:2]=1, predict the reactants needed to synthesize it. The reactants are: [CH:1]1[C:6]2[CH2:7][CH2:8][CH2:9][CH2:10][CH:11]([CH2:12][CH2:13][CH2:14][C:15]([O:17]CC)=[O:16])[C:5]=2[CH:4]=[CH:3][CH:2]=1.[OH-].[Na+].Cl. (10) Given the product [C:1]1([CH2:19][O:20][CH2:23][CH2:24][CH2:25][NH2:26])[S:2][CH:3]=[C:4]2[C:10]=1[C:9]1[CH:11]=[CH:12][CH:13]=[CH:14][C:8]=1[S:7][C:6]1[CH:15]=[CH:16][CH:17]=[CH:18][C:5]2=1, predict the reactants needed to synthesize it. The reactants are: [C:1]1([CH2:19][OH:20])[S:2][CH:3]=[C:4]2[C:10]=1[C:9]1[CH:11]=[CH:12][CH:13]=[CH:14][C:8]=1[S:7][C:6]1[CH:15]=[CH:16][CH:17]=[CH:18][C:5]2=1.Cl.Cl[CH2:23][CH2:24][CH2:25][NH2:26].